Dataset: Full USPTO retrosynthesis dataset with 1.9M reactions from patents (1976-2016). Task: Predict the reactants needed to synthesize the given product. (1) Given the product [CH3:12][S:13]([N:1]1[C:9]2[C:4](=[CH:5][CH:6]=[CH:7][CH:8]=2)[C:3]([CH:10]=[O:11])=[CH:2]1)(=[O:15])=[O:14], predict the reactants needed to synthesize it. The reactants are: [NH:1]1[C:9]2[C:4](=[CH:5][CH:6]=[CH:7][CH:8]=2)[C:3]([CH:10]=[O:11])=[CH:2]1.[CH3:12][S:13](Cl)(=[O:15])=[O:14].C(N(C(C)C)CC)(C)C.C(=O)([O-])O.[Na+]. (2) Given the product [NH2:1][C:2]1[N:7]=[CH:6][N:5]=[C:4]2[N:8]([CH:16]3[CH2:20][CH2:19][N:18]([C:21]4[CH:22]=[N:23][N:24]([C:29]5[CH:30]=[CH:31][C:32]([F:35])=[CH:33][CH:34]=5)[C:25]=4[CH:26]([CH3:27])[CH3:28])[C:17]3=[O:36])[N:9]=[C:10]([C:11]3[NH:12][CH:13]=[CH:14][N:15]=3)[C:3]=12, predict the reactants needed to synthesize it. The reactants are: [NH2:1][C:2]1[N:7]=[CH:6][N:5]=[C:4]2[N:8]([CH:16]3[CH2:20][CH2:19][N:18]([C:21]4[CH:22]=[N:23][N:24]([C:29]5[CH:34]=[CH:33][C:32]([F:35])=[CH:31][CH:30]=5)[C:25]=4[CH:26]([CH3:28])[CH3:27])[C:17]3=[O:36])[N:9]=[C:10]([C:11]3[NH:12][CH2:13][CH2:14][N:15]=3)[C:3]=12.CC(OI1(OC(C)=O)(OC(C)=O)OC(=O)C2C=CC=CC1=2)=O. (3) Given the product [CH3:1][O:2][C:3](=[O:17])[CH:4]([NH:16][C:33]([O:35][C:36]([CH3:39])([CH3:38])[CH3:37])=[O:34])[CH2:5][C:6]([O:8][CH2:9][C:10]1[CH:15]=[CH:14][CH:13]=[CH:12][CH:11]=1)=[O:7], predict the reactants needed to synthesize it. The reactants are: [CH3:1][O:2][C:3](=[O:17])[C@@H:4]([NH2:16])[CH2:5][C:6]([O:8][CH2:9][C:10]1[CH:15]=[CH:14][CH:13]=[CH:12][CH:11]=1)=[O:7].C(OC(=O)CC(N[C:33]([O:35][C:36]([CH3:39])([CH3:38])[CH3:37])=[O:34])C(O)=O)C1C=CC=CC=1.C1(C)C=CC=CC=1.C[Si](C=[N+]=[N-])(C)C. (4) Given the product [Cl:27][C:28]1[CH:29]=[C:30]2[C:34](=[CH:35][CH:36]=1)[N:33]([CH2:37][C:38]([O:40][CH2:41][CH3:42])=[O:39])[C:32](=[O:43])[C:31]2([C:44]1[C:45]([OH:53])=[CH:46][C:47]2[O:51][CH2:50][CH2:49][C:48]=2[CH:52]=1)[CH2:5][OH:16], predict the reactants needed to synthesize it. The reactants are: BrC1C=CC=C2C=1C(C1C(O)=CC3OCOC=3C=1)[C:5](=[O:16])N2CCCCC.[Cl:27][C:28]1[CH:29]=[C:30]2[C:34](=[CH:35][CH:36]=1)[N:33]([CH2:37][C:38]([O:40][CH2:41][CH3:42])=[O:39])[C:32](=[O:43])[CH:31]2[C:44]1[C:45]([OH:53])=[CH:46][C:47]2[O:51][CH2:50][CH2:49][C:48]=2[CH:52]=1. (5) Given the product [I:1][C:2]1[C:10]2[C:5](=[CH:6][CH:7]=[C:8]([C:11]([OH:13])=[O:12])[CH:9]=2)[N:4]([S:22]([C:19]2[CH:20]=[CH:21][C:16]([CH3:26])=[CH:17][CH:18]=2)(=[O:24])=[O:23])[CH:3]=1, predict the reactants needed to synthesize it. The reactants are: [I:1][C:2]1[C:10]2[C:5](=[CH:6][CH:7]=[C:8]([C:11]([OH:13])=[O:12])[CH:9]=2)[NH:4][CH:3]=1.[H-].[Na+].[C:16]1([CH3:26])[CH:21]=[CH:20][C:19]([S:22](Cl)(=[O:24])=[O:23])=[CH:18][CH:17]=1.Cl. (6) Given the product [Br:7][C:8]1[CH:9]=[CH:10][C:11]([C:14]2[CH:19]=[CH:18][C:17]([O:20][CH2:22][CH2:23][CH2:24][CH2:25][CH2:26][CH2:27][C:28]([CH3:31])([CH3:30])[CH3:29])=[CH:16][CH:15]=2)=[CH:12][CH:13]=1, predict the reactants needed to synthesize it. The reactants are: C(=O)([O-])[O-].[K+].[K+].[Br:7][C:8]1[CH:13]=[CH:12][C:11]([C:14]2[CH:19]=[CH:18][C:17]([OH:20])=[CH:16][CH:15]=2)=[CH:10][CH:9]=1.Cl[CH2:22][CH2:23][CH2:24][CH2:25][CH2:26][CH2:27][C:28]([CH3:31])([CH3:30])[CH3:29]. (7) Given the product [CH2:6]([O:13][C:14]1[CH:15]=[C:16]([O:22][CH2:23][CH2:24][CH2:25][C:26]#[N:27])[C:17]([CH2:20][CH3:21])=[CH:18][C:19]=1[Br:28])[C:7]1[CH:8]=[CH:9][CH:10]=[CH:11][CH:12]=1, predict the reactants needed to synthesize it. The reactants are: C(Cl)(Cl)(Cl)Cl.[CH2:6]([O:13][C:14]1[CH:19]=[CH:18][C:17]([CH2:20][CH3:21])=[C:16]([O:22][CH2:23][CH2:24][CH2:25][C:26]#[N:27])[CH:15]=1)[C:7]1[CH:12]=[CH:11][CH:10]=[CH:9][CH:8]=1.[Br:28]N1C(=O)CCC1=O. (8) Given the product [CH2:37]([C:41]1[CH:42]=[CH:43][C:44]([C:47]2[S:48][C:49]([CH2:53][O:34][C:31]3[CH:30]=[CH:29][C:28]([C@@H:22]([C:23]4[CH2:27][CH2:26][O:25][N:24]=4)[CH2:21][C:1]([OH:2])=[O:4])=[CH:33][CH:32]=3)=[C:50]([CH3:52])[N:51]=2)=[CH:45][CH:46]=1)[CH2:38][CH2:39][CH3:40], predict the reactants needed to synthesize it. The reactants are: [C:1](=[O:4])([O-])[O-:2].[Cs+].[Cs+].C([C@H]1COC(=O)N1C(=O)[CH2:21][C@@H:22]([C:28]1[CH:33]=[CH:32][C:31]([OH:34])=[CH:30][CH:29]=1)[CH:23]1[CH:27]=[CH:26][O:25][NH:24]1)C1C=CC=CC=1.Cl.[CH2:37]([C:41]1[CH:46]=[CH:45][C:44]([C:47]2[S:48][C:49]([CH2:53]Cl)=[C:50]([CH3:52])[N:51]=2)=[CH:43][CH:42]=1)[CH2:38][CH2:39][CH3:40].[Li+].[OH-].